Dataset: Forward reaction prediction with 1.9M reactions from USPTO patents (1976-2016). Task: Predict the product of the given reaction. (1) Given the reactants Br[C:2]1[CH:14]=[C:13]2[C:5]([C:6]3[CH:7]=[CH:8][C:9]([C:16]#[N:17])=[CH:10][C:11]=3[C:12]2=[O:15])=[CH:4][CH:3]=1.[C:18]([Si:20]([CH3:23])([CH3:22])[CH3:21])#[CH:19].C(N(CC)CC)C, predict the reaction product. The product is: [CH3:21][Si:20]([CH3:23])([CH3:22])[C:18]#[C:19][C:2]1[CH:14]=[C:13]2[C:5]([C:6]3[CH:7]=[CH:8][C:9]([C:16]#[N:17])=[CH:10][C:11]=3[C:12]2=[O:15])=[CH:4][CH:3]=1. (2) Given the reactants [F:1][C:2]([F:18])([C:11]1[CH:16]=[CH:15][C:14]([CH3:17])=[CH:13][CH:12]=1)[CH2:3][NH:4][C@H:5]1[CH2:9][CH2:8][C@H:7]([NH2:10])[CH2:6]1.Cl[C:20]1[C:21]2[C:22](=[N:26][N:27]([CH:29]3[CH2:34][CH2:33][CH2:32][CH2:31][O:30]3)[CH:28]=2)[N:23]=[CH:24][N:25]=1.C(N(C(C)C)CC)(C)C, predict the reaction product. The product is: [F:1][C:2]([F:18])([C:11]1[CH:12]=[CH:13][C:14]([CH3:17])=[CH:15][CH:16]=1)[CH2:3][N:4]([C:20]1[C:21]2[C:22](=[N:26][N:27]([CH:29]3[CH2:34][CH2:33][CH2:32][CH2:31][O:30]3)[CH:28]=2)[N:23]=[CH:24][N:25]=1)[C@H:5]1[CH2:9][CH2:8][C@H:7]([NH2:10])[CH2:6]1. (3) Given the reactants [C:1]([O:5][C:6]([NH:8][C@H:9]([CH:21](O)[C:22]1[CH:27]=[C:26]([F:28])[C:25]([F:29])=[CH:24][C:23]=1[F:30])[CH2:10][C:11]([O:13][CH2:14][C:15]1[CH:20]=[CH:19][CH:18]=[CH:17][CH:16]=1)=[O:12])=[O:7])([CH3:4])([CH3:3])[CH3:2].C(O)C, predict the reaction product. The product is: [C:1]([O:5][C:6]([NH:8][C@H:9]([CH2:21][C:22]1[CH:27]=[C:26]([F:28])[C:25]([F:29])=[CH:24][C:23]=1[F:30])[CH2:10][C:11]([O:13][CH2:14][C:15]1[CH:20]=[CH:19][CH:18]=[CH:17][CH:16]=1)=[O:12])=[O:7])([CH3:4])([CH3:2])[CH3:3].